This data is from Forward reaction prediction with 1.9M reactions from USPTO patents (1976-2016). The task is: Predict the product of the given reaction. (1) Given the reactants Cl.Cl.Cl.[O:4]1[C:12]2[CH:11]=[CH:10][N:9]=[C:8]([N:13]3[CH2:18][CH2:17][N:16]([CH2:19][CH2:20][C@H:21]4[CH2:26][CH2:25][C@H:24]([NH2:27])[CH2:23][CH2:22]4)[CH2:15][CH2:14]3)[C:7]=2[CH2:6][CH2:5]1.[CH3:28][O:29][C@H:30]([CH3:34])[C:31](O)=[O:32], predict the reaction product. The product is: [O:4]1[C:12]2[CH:11]=[CH:10][N:9]=[C:8]([N:13]3[CH2:18][CH2:17][N:16]([CH2:19][CH2:20][C@H:21]4[CH2:26][CH2:25][C@H:24]([NH:27][C:31](=[O:32])[C@H:30]([O:29][CH3:28])[CH3:34])[CH2:23][CH2:22]4)[CH2:15][CH2:14]3)[C:7]=2[CH2:6][CH2:5]1. (2) Given the reactants [C:1]1([S:7]([C:10]2[C:18]3[C:13](=[CH:14][CH:15]=[C:16]([O:19][CH2:20][CH2:21]OS(C4C=CC(C)=CC=4)(=O)=O)[CH:17]=3)[NH:12][N:11]=2)(=[O:9])=[O:8])[CH:6]=[CH:5][CH:4]=[CH:3][CH:2]=1.[CH:33]1([NH2:38])[CH2:37][CH2:36][CH2:35]C1, predict the reaction product. The product is: [C:1]1([S:7]([C:10]2[C:18]3[C:13](=[CH:14][CH:15]=[C:16]([O:19][CH2:20][CH2:21][N:38]4[CH2:33][CH2:37][CH2:36][CH2:35]4)[CH:17]=3)[NH:12][N:11]=2)(=[O:8])=[O:9])[CH:6]=[CH:5][CH:4]=[CH:3][CH:2]=1. (3) Given the reactants C[C:2]([CH3:5])([O-])[CH3:3].[K+].[S:7]1[CH:11]=[CH:10][CH:9]=[C:8]1[C:12]#[N:13].[C:14]([O:24]C(C)C)(=O)[CH2:15][CH2:16][C:17]([O:19]C(C)C)=O.Cl, predict the reaction product. The product is: [S:7]1[CH:11]=[CH:10][CH:9]=[C:8]1[C:12]1[NH:13][C:17](=[O:19])[C:16]2[C:15]=1[C:14](=[O:24])[NH:13][C:12]=2[C:8]1[S:7][CH:5]=[CH:2][CH:3]=1. (4) The product is: [NH2:1][C:2]1[C:7]([C:8]2[CH:9]=[C:10]([NH:14][S:15]([C:18]3[CH:19]=[CH:20][C:21]([OH:24])=[CH:22][CH:23]=3)(=[O:17])=[O:16])[CH:11]=[CH:12][CH:13]=2)=[C:6]([NH:26][C@H:27]([C:29]2[N:34]([C:35]3[CH:40]=[CH:39][CH:38]=[CH:37][CH:36]=3)[C:33](=[O:41])[C:32]3=[C:42]([CH3:45])[CH:43]=[CH:44][N:31]3[N:30]=2)[CH3:28])[N:5]=[CH:4][N:3]=1. Given the reactants [NH2:1][C:2]1[C:7]([C:8]2[CH:9]=[C:10]([NH:14][S:15]([C:18]3[CH:23]=[CH:22][C:21]([O:24]C)=[CH:20][CH:19]=3)(=[O:17])=[O:16])[CH:11]=[CH:12][CH:13]=2)=[C:6]([NH:26][C@H:27]([C:29]2[N:34]([C:35]3[CH:40]=[CH:39][CH:38]=[CH:37][CH:36]=3)[C:33](=[O:41])[C:32]3=[C:42]([CH3:45])[CH:43]=[CH:44][N:31]3[N:30]=2)[CH3:28])[N:5]=[CH:4][N:3]=1.B(Br)(Br)Br, predict the reaction product. (5) The product is: [ClH:1].[C:31]([CH2:30][CH2:29][CH2:28][CH2:27][N:25]1[CH:26]=[C:22](/[CH:21]=[C:16]2\[CH2:15][N:14]([CH:6]([C:7]3[CH:12]=[CH:11][CH:10]=[CH:9][C:8]=3[F:13])[C:5]([CH:2]3[CH2:3][CH2:4]3)=[O:36])[CH2:19][CH2:18][CH:17]\2[SH:20])[N:23]=[N:24]1)([OH:33])=[O:32]. Given the reactants [ClH:1].[CH:2]1([C:5](=[O:36])[CH:6]([N:14]2[CH2:19][CH2:18][CH:17]([SH:20])/[C:16](=[CH:21]/[C:22]3[N:23]=[N:24][N:25]([CH2:27][CH2:28][CH2:29][CH2:30][C:31]([O:33]CC)=[O:32])[CH:26]=3)/[CH2:15]2)[C:7]2[CH:12]=[CH:11][CH:10]=[CH:9][C:8]=2[F:13])[CH2:4][CH2:3]1.Cl, predict the reaction product. (6) Given the reactants [Cl:1][C:2]1[C:7]([C:8]2[N:9]=[C:10]([CH:20]3[CH2:25][CH2:24][O:23][CH2:22][CH2:21]3)[S:11][C:12]=2[C:13]2[CH:18]=[CH:17][N:16]=[C:15](Cl)[N:14]=2)=[CH:6][CH:5]=[CH:4][C:3]=1[NH:26][S:27]([C:30]1[C:35]([F:36])=[CH:34][CH:33]=[CH:32][C:31]=1[F:37])(=[O:29])=[O:28].[NH3:38].CO, predict the reaction product. The product is: [NH2:38][C:15]1[N:14]=[C:13]([C:12]2[S:11][C:10]([CH:20]3[CH2:25][CH2:24][O:23][CH2:22][CH2:21]3)=[N:9][C:8]=2[C:7]2[C:2]([Cl:1])=[C:3]([NH:26][S:27]([C:30]3[C:31]([F:37])=[CH:32][CH:33]=[CH:34][C:35]=3[F:36])(=[O:29])=[O:28])[CH:4]=[CH:5][CH:6]=2)[CH:18]=[CH:17][N:16]=1. (7) Given the reactants [CH2:1]([N:8]1[C:13]2[CH:14]=[C:15]([C:17]3[CH:22]=[CH:21][C:20]([F:23])=[CH:19][C:18]=3[O:24][CH3:25])[S:16][C:12]=2[C:11](=[O:26])[N:10]([CH:27]2[CH2:32][CH2:31][N:30](C(OC(C)(C)C)=O)[CH2:29][CH2:28]2)[C:9]1=[O:40])[C:2]1[CH:7]=[CH:6][CH:5]=[CH:4][CH:3]=1.[ClH:41], predict the reaction product. The product is: [ClH:41].[CH2:1]([N:8]1[C:13]2[CH:14]=[C:15]([C:17]3[CH:22]=[CH:21][C:20]([F:23])=[CH:19][C:18]=3[O:24][CH3:25])[S:16][C:12]=2[C:11](=[O:26])[N:10]([CH:27]2[CH2:32][CH2:31][NH:30][CH2:29][CH2:28]2)[C:9]1=[O:40])[C:2]1[CH:7]=[CH:6][CH:5]=[CH:4][CH:3]=1. (8) The product is: [CH3:1][O:2][C:3](=[O:24])[CH:4]([NH:23][C:26](=[O:27])[C:25]1[CH:35]=[CH:34][CH:33]=[CH:32][C:31]=1[NH2:30])[CH2:5][C:6]1[CH:11]=[CH:10][C:9]([N+:12]([O-:14])=[O:13])=[C:8]([O:15][CH2:16][C:17]2[CH:18]=[CH:19][CH:20]=[CH:21][CH:22]=2)[CH:7]=1. Given the reactants [CH3:1][O:2][C:3](=[O:24])[CH:4]([NH2:23])[CH2:5][C:6]1[CH:11]=[CH:10][C:9]([N+:12]([O-:14])=[O:13])=[C:8]([O:15][CH2:16][C:17]2[CH:22]=[CH:21][CH:20]=[CH:19][CH:18]=2)[CH:7]=1.[C:25]12[C:31](=[CH:32][CH:33]=[CH:34][CH:35]=1)[NH:30]C(=O)O[C:26]2=[O:27], predict the reaction product. (9) The product is: [F:1][C:2]1[CH:10]=[C:9]2[C:5]([C:6]([C:11]3[CH:12]=[CH:13][C:14]([NH:17][C:28]([CH:25]4[CH2:26][CH2:27][N:22]([S:19]([CH3:18])(=[O:21])=[O:20])[CH2:23][CH2:24]4)=[O:29])=[N:15][CH:16]=3)=[CH:7][NH:8]2)=[CH:4][CH:3]=1. Given the reactants [F:1][C:2]1[CH:10]=[C:9]2[C:5]([C:6]([C:11]3[CH:12]=[CH:13][C:14]([NH2:17])=[N:15][CH:16]=3)=[CH:7][NH:8]2)=[CH:4][CH:3]=1.[CH3:18][S:19]([N:22]1[CH2:27][CH2:26][CH:25]([C:28](O)=[O:29])[CH2:24][CH2:23]1)(=[O:21])=[O:20], predict the reaction product. (10) Given the reactants Cl[CH2:2][CH2:3][C@H:4]([C:6]1[CH:11]=[CH:10][CH:9]=[CH:8][CH:7]=1)[OH:5].[N-:12]=[N+:13]=[N-:14].[Na+], predict the reaction product. The product is: [N:12]([CH2:2][CH2:3][C@H:4]([C:6]1[CH:11]=[CH:10][CH:9]=[CH:8][CH:7]=1)[OH:5])=[N+:13]=[N-:14].